Dataset: Catalyst prediction with 721,799 reactions and 888 catalyst types from USPTO. Task: Predict which catalyst facilitates the given reaction. (1) Reactant: [CH:1]([C:3]1[CH:13]=[CH:12][C:6]([O:7][CH2:8][C:9]([OH:11])=O)=[CH:5][CH:4]=1)=[O:2].CCN(C(C)C)C(C)C.CN(C(ON1N=NC2C=CC=CC1=2)=[N+](C)C)C.[B-](F)(F)(F)F.[NH2:45][CH2:46][CH2:47][NH:48][C:49](=[O:55])[O:50][C:51]([CH3:54])([CH3:53])[CH3:52]. Product: [C:51]([O:50][C:49](=[O:55])[NH:48][CH2:47][CH2:46][NH:45][C:9](=[O:11])[CH2:8][O:7][C:6]1[CH:5]=[CH:4][C:3]([CH:1]=[O:2])=[CH:13][CH:12]=1)([CH3:54])([CH3:52])[CH3:53]. The catalyst class is: 91. (2) Reactant: [OH:1][C:2]1[CH:7]=[CH:6][C:5]([C:8]2[CH:9]([NH:14][S:15]([CH:18]([CH3:20])[CH3:19])(=[O:17])=[O:16])[CH2:10][CH2:11][CH2:12][CH:13]=2)=[CH:4][CH:3]=1.Br[CH2:22][C:23]#[N:24].C(=O)([O-])[O-].[K+].[K+]. Product: [CH3:19][CH:18]([S:15]([NH:14][CH:9]1[C:8]([C:5]2[CH:4]=[CH:3][C:2]([O:1][CH2:22][C:23]#[N:24])=[CH:7][CH:6]=2)=[CH:13][CH2:12][CH2:11][CH2:10]1)(=[O:17])=[O:16])[CH3:20]. The catalyst class is: 21. (3) Reactant: [C:1]([C:3]1[CH:8]=[CH:7][C:6]([CH2:9][C:10]([O:12][CH3:13])=[O:11])=[CH:5][CH:4]=1)#[N:2].Cl.[NH2:15][OH:16].C([O-])(O)=O.[Na+]. Product: [OH:16][NH:15][C:1]([C:3]1[CH:8]=[CH:7][C:6]([CH2:9][C:10]([O:12][CH3:13])=[O:11])=[CH:5][CH:4]=1)=[NH:2]. The catalyst class is: 5. (4) Reactant: [N:1]1[CH:6]=[CH:5][CH:4]=[CH:3][C:2]=1[NH:7][C:8]([N:10]1[C@@H:16]2[CH2:17][N:13]([CH2:14][CH2:15]2)[C:12]2[CH:18]=[CH:19][C:20]([C:22]3[CH:27]=[CH:26][CH:25]=[C:24]([C:28]([F:31])([F:30])[F:29])[CH:23]=3)=[N:21][C:11]1=2)=[O:9].[H-].[Na+].[CH3:34]I. Product: [CH3:34][N:7]([C:2]1[CH:3]=[CH:4][CH:5]=[CH:6][N:1]=1)[C:8]([N:10]1[C@@H:16]2[CH2:17][N:13]([CH2:14][CH2:15]2)[C:12]2[CH:18]=[CH:19][C:20]([C:22]3[CH:27]=[CH:26][CH:25]=[C:24]([C:28]([F:31])([F:30])[F:29])[CH:23]=3)=[N:21][C:11]1=2)=[O:9]. The catalyst class is: 566.